From a dataset of Aqueous solubility values for 9,982 compounds from the AqSolDB database. Regression/Classification. Given a drug SMILES string, predict its absorption, distribution, metabolism, or excretion properties. Task type varies by dataset: regression for continuous measurements (e.g., permeability, clearance, half-life) or binary classification for categorical outcomes (e.g., BBB penetration, CYP inhibition). For this dataset (solubility_aqsoldb), we predict Y. (1) The drug is O=C([O-])CCCCCCCCCCO. The Y is -2.70 log mol/L. (2) The drug is O=C1/C(=N/Nc2ccc(S(=O)(=O)CCOS(=O)(=O)[O-])cc2)C(S(=O)(=O)[O-])=Cc2cc(S(=O)(=O)[O-])cc(Nc3nc(Cl)nc(Nc4cccc(S(=O)(=O)[O-])c4)n3)c21.[Na+].[Na+].[Na+].[Na+]. The Y is -0.903 log mol/L. (3) The compound is CC12CCC(=O)C=C1CCC1C2CCC2(C)C(OC(=O)c3ccccc3)CCC12. The Y is -4.48 log mol/L. (4) The molecule is Nc1ccc(S(=O)(=O)Nc2ccc([N+](=O)[O-])cc2)cc1. The Y is -3.94 log mol/L. (5) The Y is -2.57 log mol/L. The molecule is [As].